From a dataset of Full USPTO retrosynthesis dataset with 1.9M reactions from patents (1976-2016). Predict the reactants needed to synthesize the given product. (1) Given the product [ClH:21].[Cl:21][C:20]1[CH:19]=[N:18][C:17]2[NH:1][C:2]3[CH:25]=[CH:24][CH:23]=[C:4]([CH:3]=3)[C:5](=[O:6])[NH:7][C:8]3[CH:9]=[C:10]([NH:14][C:15]=1[N:16]=2)[CH:11]=[CH:12][CH:13]=3, predict the reactants needed to synthesize it. The reactants are: [NH2:1][C:2]1[CH:3]=[C:4]([CH:23]=[CH:24][CH:25]=1)[C:5]([NH:7][C:8]1[CH:13]=[CH:12][CH:11]=[C:10]([NH:14][C:15]2[C:20]([Cl:21])=[CH:19][N:18]=[C:17](Cl)[N:16]=2)[CH:9]=1)=[O:6].Cl. (2) Given the product [CH3:9][C:10]1[CH:16]=[CH:15][C:13]([NH:14][C:1]([C:3]2[CH:8]=[CH:7][CH:6]=[CH:5][N:4]=2)=[NH:2])=[CH:12][CH:11]=1, predict the reactants needed to synthesize it. The reactants are: [C:1]([C:3]1[CH:8]=[CH:7][CH:6]=[CH:5][N:4]=1)#[N:2].[CH3:9][C:10]1[CH:16]=[CH:15][C:13]([NH2:14])=[CH:12][CH:11]=1.